Dataset: Forward reaction prediction with 1.9M reactions from USPTO patents (1976-2016). Task: Predict the product of the given reaction. (1) Given the reactants [F:1][C:2]1[CH:7]=[CH:6][C:5]([F:8])=[CH:4][C:3]=1[S:9]([N:12]([C:16]1[CH:21]=[CH:20][CH:19]=[C:18]([C:22]2[C:26]([C:27]3[CH:32]=[CH:31][N:30]=[CH:29][CH:28]=3)=[CH:25][N:24]([CH:33]3[CH2:38][CH2:37][O:36][CH2:35][CH2:34]3)[N:23]=2)[C:17]=1[F:39])COC)(=[O:11])=[O:10], predict the reaction product. The product is: [F:1][C:2]1[CH:7]=[CH:6][C:5]([F:8])=[CH:4][C:3]=1[S:9]([NH:12][C:16]1[CH:21]=[CH:20][CH:19]=[C:18]([C:22]2[C:26]([C:27]3[CH:32]=[CH:31][N:30]=[CH:29][CH:28]=3)=[CH:25][N:24]([CH:33]3[CH2:34][CH2:35][O:36][CH2:37][CH2:38]3)[N:23]=2)[C:17]=1[F:39])(=[O:11])=[O:10]. (2) Given the reactants [OH:1][CH2:2][N:3]1[C:7](=[O:8])[C:6]([C:15]2[CH:20]=[CH:19][CH:18]=[CH:17][CH:16]=2)([C:9]2[CH:14]=[CH:13][CH:12]=[CH:11][CH:10]=2)[NH:5][C:4]1=[O:21].C(N(CC)CC)C.CS(Cl)(=O)=O.[P:34]([O-])([O:44][CH2:45][C:46]1[CH:51]=[CH:50][CH:49]=[CH:48][CH:47]=1)([O:36][CH2:37][C:38]1[CH:43]=[CH:42][CH:41]=[CH:40][CH:39]=1)=[O:35], predict the reaction product. The product is: [CH2:45]([O:44][P:34](=[O:35])([O:36][CH2:37][C:38]1[CH:39]=[CH:40][CH:41]=[CH:42][CH:43]=1)[O:1][CH2:2][N:3]1[C:7](=[O:8])[C:6]([C:15]2[CH:16]=[CH:17][CH:18]=[CH:19][CH:20]=2)([C:9]2[CH:14]=[CH:13][CH:12]=[CH:11][CH:10]=2)[NH:5][C:4]1=[O:21])[C:46]1[CH:47]=[CH:48][CH:49]=[CH:50][CH:51]=1. (3) Given the reactants [CH2:1]([O:3][C:4]([C:6]1[C:7](Cl)=[C:8]2[CH:14]=[N:13][N:12]([CH2:15][CH3:16])[C:9]2=[N:10][CH:11]=1)=[O:5])[CH3:2].Cl.[Cl:19][CH2:20][CH2:21][NH2:22].C(N(CC)CC)C, predict the reaction product. The product is: [CH2:1]([O:3][C:4]([C:6]1[C:7]([NH:22][CH2:21][CH2:20][Cl:19])=[C:8]2[CH:14]=[N:13][N:12]([CH2:15][CH3:16])[C:9]2=[N:10][CH:11]=1)=[O:5])[CH3:2]. (4) The product is: [CH3:25][C:24]1[CH:23]=[CH:22][C:21]([NH:26][C:27](=[O:38])[C:28]2[CH:33]=[CH:32][CH:31]=[C:30]([C:34]([F:35])([F:36])[F:37])[CH:29]=2)=[CH:20][C:19]=1[NH:18][C:2]1[N:7]=[C:6]([C:8]2[CH:9]=[N:10][CH:11]=[CH:12][CH:13]=2)[N:5]=[C:4]2[N:14]([CH3:17])[N:15]=[CH:16][C:3]=12. Given the reactants Cl[C:2]1[N:7]=[C:6]([C:8]2[CH:9]=[N:10][CH:11]=[CH:12][CH:13]=2)[N:5]=[C:4]2[N:14]([CH3:17])[N:15]=[CH:16][C:3]=12.[NH2:18][C:19]1[CH:20]=[C:21]([NH:26][C:27](=[O:38])[C:28]2[CH:33]=[CH:32][CH:31]=[C:30]([C:34]([F:37])([F:36])[F:35])[CH:29]=2)[CH:22]=[CH:23][C:24]=1[CH3:25], predict the reaction product. (5) Given the reactants [F:1][C:2]([F:20])([F:19])[C:3](=O)[CH2:4][C:5]([C:7]1[CH:17]=[CH:16][C:10]2[O:11][CH2:12][C:13](=[O:15])[NH:14][C:9]=2[CH:8]=1)=O.Cl.[Cl:22][C:23]1[CH:24]=[C:25]([NH:30][NH2:31])[CH:26]=[CH:27][C:28]=1[F:29], predict the reaction product. The product is: [Cl:22][C:23]1[CH:24]=[C:25]([N:30]2[C:5]([C:7]3[CH:17]=[CH:16][C:10]4[O:11][CH2:12][C:13](=[O:15])[NH:14][C:9]=4[CH:8]=3)=[CH:4][C:3]([C:2]([F:20])([F:19])[F:1])=[N:31]2)[CH:26]=[CH:27][C:28]=1[F:29].